Dataset: HIV replication inhibition screening data with 41,000+ compounds from the AIDS Antiviral Screen. Task: Binary Classification. Given a drug SMILES string, predict its activity (active/inactive) in a high-throughput screening assay against a specified biological target. The molecule is Nc1ccc2c3c1cccc3c(=O)n1c3ccc(Cc4ccc5c(c4)nc4c6ccc(N)c7cccc(c(=O)n54)c76)cc3nc21. The result is 0 (inactive).